Dataset: Peptide-MHC class I binding affinity with 185,985 pairs from IEDB/IMGT. Task: Regression. Given a peptide amino acid sequence and an MHC pseudo amino acid sequence, predict their binding affinity value. This is MHC class I binding data. (1) The MHC is HLA-B51:01 with pseudo-sequence HLA-B51:01. The peptide sequence is YTKIVTNIL. The binding affinity (normalized) is 0.213. (2) The peptide sequence is AFHQLVQVI. The MHC is HLA-B15:17 with pseudo-sequence HLA-B15:17. The binding affinity (normalized) is 0.0847. (3) The peptide sequence is VLMMRTTWA. The binding affinity (normalized) is 0.759. The MHC is HLA-A02:03 with pseudo-sequence HLA-A02:03. (4) The peptide sequence is KEAYCQEFLL. The MHC is HLA-B44:03 with pseudo-sequence HLA-B44:03. The binding affinity (normalized) is 0.213. (5) The MHC is HLA-B08:01 with pseudo-sequence HLA-B08:01. The binding affinity (normalized) is 0.0847. The peptide sequence is GWPDNYCEW. (6) The peptide sequence is MPNESRVKQW. The MHC is HLA-B53:01 with pseudo-sequence HLA-B53:01. The binding affinity (normalized) is 0.684. (7) The MHC is HLA-A03:01 with pseudo-sequence HLA-A03:01. The peptide sequence is SYYCAGLKK. The binding affinity (normalized) is 0.292. (8) The peptide sequence is RRHRILDIYL. The MHC is Mamu-A07 with pseudo-sequence Mamu-A07. The binding affinity (normalized) is 0. (9) The peptide sequence is EAVRHFPRI. The MHC is HLA-A31:01 with pseudo-sequence HLA-A31:01. The binding affinity (normalized) is 0. (10) The peptide sequence is MPFIATPPV. The MHC is HLA-C04:01 with pseudo-sequence HLA-C04:01. The binding affinity (normalized) is 0.213.